This data is from Retrosynthesis with 50K atom-mapped reactions and 10 reaction types from USPTO. The task is: Predict the reactants needed to synthesize the given product. Given the product Cc1ccc(C(=O)NC2CC2)cc1-c1ccn2c(N)nnc2c1, predict the reactants needed to synthesize it. The reactants are: Cc1ccc(C(=O)NC2CC2)cc1B1OC(C)(C)C(C)(C)O1.Nc1nnc2cc(Br)ccn12.